Dataset: Reaction yield outcomes from USPTO patents with 853,638 reactions. Task: Predict the reaction yield, written as a fraction of the theoretical maximum amount of product (1.0 means a 100% yield; for example, 0.34 means a 34% yield). (1) The reactants are COC[O:4][C@@H:5]1[CH2:28][C@@H:9]2[C:10](=[O:27])[O:11][C:12]3[C@@H:13]4[CH2:20][CH2:19][C@H:18]([C@H:21]([CH3:25])[CH2:22][O:23][CH3:24])[C@@:14]4([CH3:26])[CH2:15][CH2:16][C:17]=3[C@@:8]2([CH3:29])[CH2:7][CH2:6]1.CC1C=CC(S(O)(=O)=O)=CC=1.[Cl-].[NH4+]. The catalyst is C(O)(C)(C)C. The product is [OH:4][C@@H:5]1[CH2:28][C@@H:9]2[C:10](=[O:27])[O:11][C:12]3[C@@H:13]4[CH2:20][CH2:19][C@H:18]([C@H:21]([CH3:25])[CH2:22][O:23][CH3:24])[C@@:14]4([CH3:26])[CH2:15][CH2:16][C:17]=3[C@@:8]2([CH3:29])[CH2:7][CH2:6]1. The yield is 0.290. (2) The product is [CH3:16][S:17]([C:20]1[CH:25]=[CH:24][C:23]([O:26][C:2]2[CH:3]=[C:4]([O:11][CH2:12][CH2:13][O:14][CH3:15])[C:5]([N+:8]([O-:10])=[O:9])=[N:6][CH:7]=2)=[CH:22][CH:21]=1)(=[O:18])=[O:19]. The reactants are Cl[C:2]1[CH:3]=[C:4]([O:11][CH2:12][CH2:13][O:14][CH3:15])[C:5]([N+:8]([O-:10])=[O:9])=[N:6][CH:7]=1.[CH3:16][S:17]([C:20]1[CH:25]=[CH:24][C:23]([OH:26])=[CH:22][CH:21]=1)(=[O:19])=[O:18].C([O-])([O-])=O.[K+].[K+].O. The catalyst is CN(C=O)C. The yield is 0.150.